This data is from Catalyst prediction with 721,799 reactions and 888 catalyst types from USPTO. The task is: Predict which catalyst facilitates the given reaction. (1) Reactant: [Cl:1][C:2]([Cl:16])=[C:3]1[CH:7]2[C:8]3[C:9]([CH:14]=O)=[CH:10][CH:11]=[CH:12][C:13]=3[CH:4]1[CH2:5][CH2:6]2.[CH:17]1([NH2:20])[CH2:19][CH2:18]1.C(O)(=O)C.C([BH3-])#N.[Na+]. Product: [Cl:1][C:2]([Cl:16])=[C:3]1[CH:7]2[C:8]3[C:13]([CH:4]1[CH2:5][CH2:6]2)=[CH:12][CH:11]=[CH:10][C:9]=3[CH2:14][NH:20][CH:17]1[CH2:19][CH2:18]1. The catalyst class is: 5. (2) Reactant: [C:1]([O:5][C:6]([N:8]1[C:17]2[C:12](=[CH:13][CH:14]=[CH:15][CH:16]=2)[N:11]([C:18]2[CH:23]=[CH:22][C:21]([N:24]3[CH2:29][CH2:28][NH:27][CH2:26][CH2:25]3)=[CH:20][N:19]=2)[CH2:10][CH2:9]1)=[O:7])([CH3:4])([CH3:3])[CH3:2].ClCCl.[CH2:33]([S:35](Cl)(=[O:37])=[O:36])[CH3:34]. Product: [C:1]([O:5][C:6]([N:8]1[C:17]2[C:12](=[CH:13][CH:14]=[CH:15][CH:16]=2)[N:11]([C:18]2[CH:23]=[CH:22][C:21]([N:24]3[CH2:29][CH2:28][N:27]([S:35]([CH2:33][CH3:34])(=[O:37])=[O:36])[CH2:26][CH2:25]3)=[CH:20][N:19]=2)[CH2:10][CH2:9]1)=[O:7])([CH3:4])([CH3:2])[CH3:3]. The catalyst class is: 66. (3) Reactant: [F:1][C:2]1[CH:31]=[C:30]([F:32])[CH:29]=[CH:28][C:3]=1[CH2:4][N:5]1[CH2:10][CH2:9][N:8]([C:11]2[N:12]=[C:13]3[CH2:24][CH2:23][N:22](C(=O)C)[CH2:21][C:14]3=[N:15][C:16]=2[NH:17][CH:18]([CH3:20])[CH3:19])[CH2:7][CH2:6]1.[OH-].[Na+].Cl. Product: [F:1][C:2]1[CH:31]=[C:30]([F:32])[CH:29]=[CH:28][C:3]=1[CH2:4][N:5]1[CH2:10][CH2:9][N:8]([C:11]2[N:12]=[C:13]3[CH2:24][CH2:23][NH:22][CH2:21][C:14]3=[N:15][C:16]=2[NH:17][CH:18]([CH3:20])[CH3:19])[CH2:7][CH2:6]1. The catalyst class is: 5. (4) Reactant: [C:1]([O:5][C:6]([NH:8][CH2:9][C@H:10]1[CH2:15][CH2:14][C@H:13]([C:16]([NH:18][C@H:19]([C:37](=[O:49])[NH:38][C:39]2[CH:47]=[C:46]3[C:42]([C:43](=[O:48])[NH:44][NH:45]3)=[CH:41][CH:40]=2)[CH2:20][C:21]2[CH:26]=[CH:25][C:24]([C:27]3[CH:32]=[CH:31][C:30]([C:33](O)=[O:34])=[CH:29][C:28]=3[CH3:36])=[CH:23][CH:22]=2)=[O:17])[CH2:12][CH2:11]1)=[O:7])([CH3:4])([CH3:3])[CH3:2].[NH2:50][CH:51]1[CH2:56][CH2:55][N:54]([C:57]([O:59][C:60]([CH3:63])([CH3:62])[CH3:61])=[O:58])[CH2:53][CH2:52]1.F[P-](F)(F)(F)(F)F.CN(C(ON1C2=NC=CC=C2N=N1)=[N+](C)C)C.C(N(CC)C(C)C)(C)C. Product: [C:1]([O:5][C:6]([NH:8][CH2:9][C@H:10]1[CH2:15][CH2:14][C@H:13]([C:16]([NH:18][C@H:19]([C:37](=[O:49])[NH:38][C:39]2[CH:47]=[C:46]3[C:42]([C:43](=[O:48])[NH:44][NH:45]3)=[CH:41][CH:40]=2)[CH2:20][C:21]2[CH:26]=[CH:25][C:24]([C:27]3[CH:32]=[CH:31][C:30]([C:33]([NH:50][CH:51]4[CH2:52][CH2:53][N:54]([C:57]([O:59][C:60]([CH3:63])([CH3:62])[CH3:61])=[O:58])[CH2:55][CH2:56]4)=[O:34])=[CH:29][C:28]=3[CH3:36])=[CH:23][CH:22]=2)=[O:17])[CH2:12][CH2:11]1)=[O:7])([CH3:4])([CH3:2])[CH3:3]. The catalyst class is: 7. (5) Reactant: [Br:1][C:2]1[CH:3]=[C:4]([NH:8][CH2:9][CH2:10][C:11]([C:13]2[CH:18]=[CH:17][CH:16]=[CH:15][C:14]=2[Cl:19])=[O:12])[CH:5]=[CH:6][CH:7]=1.[BH4-].[Na+]. Product: [Br:1][C:2]1[CH:3]=[C:4]([NH:8][CH2:9][CH2:10][CH:11]([C:13]2[CH:18]=[CH:17][CH:16]=[CH:15][C:14]=2[Cl:19])[OH:12])[CH:5]=[CH:6][CH:7]=1. The catalyst class is: 36. (6) Reactant: [Br:1][C:2]1[CH:7]=[CH:6][C:5]([N+:8]([O-])=O)=[C:4]([N+:11]([O-])=O)[C:3]=1[CH3:14].O.O.Cl[Sn]Cl.CCOC(C)=O.C([O-])(O)=O.[Na+]. Product: [Br:1][C:2]1[C:3]([CH3:14])=[C:4]([NH2:11])[C:5]([NH2:8])=[CH:6][CH:7]=1. The catalyst class is: 14. (7) Reactant: [F:1][C:2]1[CH:3]=[C:4]([CH:28]=[CH:29][C:30]=1[F:31])[CH2:5][NH:6][C:7]([C:9]1[C:17]2[C:12](=[CH:13][C:14]([OH:18])=[CH:15][CH:16]=2)[N:11]([CH2:19][C:20]2[O:21][CH:22]=[CH:23][N:24]=2)[C:10]=1[CH:25]([CH3:27])[CH3:26])=[O:8].Br[C:33]1[S:34][CH:35]=[CH:36][N:37]=1. The catalyst class is: 16. Product: [F:1][C:2]1[CH:3]=[C:4]([CH:28]=[CH:29][C:30]=1[F:31])[CH2:5][NH:6][C:7]([C:9]1[C:17]2[C:12](=[CH:13][C:14]([O:18][C:33]3[S:34][CH:35]=[CH:36][N:37]=3)=[CH:15][CH:16]=2)[N:11]([CH2:19][C:20]2[O:21][CH:22]=[CH:23][N:24]=2)[C:10]=1[CH:25]([CH3:27])[CH3:26])=[O:8].